Dataset: Forward reaction prediction with 1.9M reactions from USPTO patents (1976-2016). Task: Predict the product of the given reaction. (1) The product is: [CH2:1]([O:3][C:4]([C:6]1[CH:11]=[CH:10][C:9]([C:12]([F:14])([F:13])[F:15])=[C:8]([O:16][CH2:18][CH:19]2[O:23][CH2:22][CH2:21][O:20]2)[N:7]=1)=[O:5])[CH3:2]. Given the reactants [CH2:1]([O:3][C:4]([C:6]1[CH:11]=[CH:10][C:9]([C:12]([F:15])([F:14])[F:13])=[C:8]([OH:16])[N:7]=1)=[O:5])[CH3:2].Br[CH2:18][CH:19]1[O:23][CH2:22][CH2:21][O:20]1.C(=O)([O-])[O-].[K+].[K+].[I-].[K+].C1OCCOCCOCCOCCOCCOC1, predict the reaction product. (2) Given the reactants [Cl:1][C:2]1[N:7]=[C:6]([S:8]([CH3:10])=[O:9])[N:5]=[C:4]([NH:11][C:12]2[NH:16][N:15]=[C:14]([CH3:17])[CH:13]=2)[CH:3]=1.[OH:18]OS([O-])=O.[K+], predict the reaction product. The product is: [Cl:1][C:2]1[N:7]=[C:6]([S:8]([CH3:10])(=[O:18])=[O:9])[N:5]=[C:4]([NH:11][C:12]2[NH:16][N:15]=[C:14]([CH3:17])[CH:13]=2)[CH:3]=1. (3) Given the reactants [Br:1][C:2]1[CH:7]=[CH:6][C:5]([CH2:8][C:9]#[N:10])=[C:4]([F:11])[CH:3]=1.[Cl:12][C:13]1[CH:18]=[C:17]([CH3:19])[CH:16]=[C:15]([Cl:20])[C:14]=1[O:21][CH2:22][CH2:23][O:24][C:25]1[CH:30]=[CH:29][C:28]([CH2:31]I)=[CH:27][CH:26]=1, predict the reaction product. The product is: [Br:1][C:2]1[CH:7]=[CH:6][C:5]([CH:8]([CH2:31][C:28]2[CH:29]=[CH:30][C:25]([O:24][CH2:23][CH2:22][O:21][C:14]3[C:15]([Cl:20])=[CH:16][C:17]([CH3:19])=[CH:18][C:13]=3[Cl:12])=[CH:26][CH:27]=2)[C:9]#[N:10])=[C:4]([F:11])[CH:3]=1. (4) Given the reactants [CH:1]1([N:6]2[CH2:12][C:11]([F:14])([F:13])[C:10](=[O:15])[N:9]([CH3:16])[C:8]3[CH:17]=[N:18][C:19]([NH:21][C:22]4[CH:30]=[CH:29][C:25]([C:26](O)=[O:27])=[CH:24][C:23]=4[O:31][CH3:32])=[N:20][C:7]2=3)[CH2:5][CH2:4][CH2:3][CH2:2]1.[CH3:33][N:34]1[CH2:39][CH2:38][CH:37]([NH2:40])[CH2:36][CH2:35]1.C(N(C(C)C)CC)(C)C, predict the reaction product. The product is: [CH:1]1([N:6]2[CH2:12][C:11]([F:14])([F:13])[C:10](=[O:15])[N:9]([CH3:16])[C:8]3[CH:17]=[N:18][C:19]([NH:21][C:22]4[CH:30]=[CH:29][C:25]([C:26]([NH:40][CH:37]5[CH2:38][CH2:39][N:34]([CH3:33])[CH2:35][CH2:36]5)=[O:27])=[CH:24][C:23]=4[O:31][CH3:32])=[N:20][C:7]2=3)[CH2:5][CH2:4][CH2:3][CH2:2]1. (5) Given the reactants C[O:2][C:3]([CH:5]1[CH:7]([C:8](=[O:24])[NH:9][C:10]2[CH:15]=[CH:14][C:13]([N:16]3[CH:21]=[CH:20][CH:19]=[CH:18][C:17]3=[O:22])=[CH:12][C:11]=2[F:23])[CH:6]1[C:25](=[O:34])[NH:26][C:27]1[CH:32]=[CH:31][C:30]([Cl:33])=[CH:29][N:28]=1)=[O:4].[Li+].[OH-].Cl, predict the reaction product. The product is: [Cl:33][C:30]1[CH:31]=[CH:32][C:27]([NH:26][C:25]([CH:6]2[CH:7]([C:8](=[O:24])[NH:9][C:10]3[CH:15]=[CH:14][C:13]([N:16]4[CH:21]=[CH:20][CH:19]=[CH:18][C:17]4=[O:22])=[CH:12][C:11]=3[F:23])[CH:5]2[C:3]([OH:4])=[O:2])=[O:34])=[N:28][CH:29]=1. (6) Given the reactants P(Cl)(Cl)Cl.[Cl:5][C:6]1[CH:14]=[C:10]([C:11]([OH:13])=O)[C:9]([OH:15])=[CH:8][CH:7]=1.[F:16][C:17]([F:30])([F:29])[C:18]1[CH:24]=[C:23]([C:25]([F:28])([F:27])[F:26])[CH:22]=[CH:21][C:19]=1[NH2:20].C1(C)C=CC=CC=1, predict the reaction product. The product is: [F:16][C:17]([F:29])([F:30])[C:18]1[CH:24]=[C:23]([C:25]([F:27])([F:28])[F:26])[CH:22]=[CH:21][C:19]=1[NH:20][C:11](=[O:13])[C:10]1[CH:14]=[C:6]([Cl:5])[CH:7]=[CH:8][C:9]=1[OH:15]. (7) Given the reactants [CH:1]1([C:4]2[CH:9]=[CH:8][N:7]=[CH:6][C:5]=2[N:10]2[CH2:14][CH2:13][NH:12][C:11]2=[O:15])[CH2:3][CH2:2]1.Br[C:17]1[CH:27]=[CH:26][C:20]2[S:21][C:22]([F:25])=[C:23]([CH3:24])[C:19]=2[CH:18]=1.CN[C@@H]1CCCC[C@H]1NC.P([O-])([O-])([O-])=O.[K+].[K+].[K+], predict the reaction product. The product is: [CH:1]1([C:4]2[CH:9]=[CH:8][N:7]=[CH:6][C:5]=2[N:10]2[CH2:14][CH2:13][N:12]([C:17]3[CH:27]=[CH:26][C:20]4[S:21][C:22]([F:25])=[C:23]([CH3:24])[C:19]=4[CH:18]=3)[C:11]2=[O:15])[CH2:3][CH2:2]1.